From a dataset of Reaction yield outcomes from USPTO patents with 853,638 reactions. Predict the reaction yield, written as a fraction of the theoretical maximum amount of product (1.0 means a 100% yield; for example, 0.34 means a 34% yield). (1) The reactants are [H-].[Na+].CC1C=CC(S(/[CH:13]=[CH:14]/[C:15]2[CH:20]=[C:19]([Cl:21])[CH:18]=[CH:17][C:16]=2[CH3:22])(=O)=O)=CC=1.[N+:23]([CH2:25][C:26]([O:28][CH2:29][CH3:30])=[O:27])#[C-:24].O. The catalyst is C1COCC1.CCOC(C)=O. The product is [Cl:21][C:19]1[CH:18]=[CH:17][C:16]([CH3:22])=[C:15]([C:14]2[CH:13]=[CH:24][NH:23][C:25]=2[C:26]([O:28][CH2:29][CH3:30])=[O:27])[CH:20]=1. The yield is 0.490. (2) The reactants are Cl[C:2]1[N:7]=[CH:6][C:5]([CH:8]([CH3:11])[C:9]#[N:10])=[CH:4][CH:3]=1.[CH3:12][O:13][CH2:14][CH2:15][NH:16]C. The catalyst is CS(C)=O.O. The product is [CH3:12][O:13][CH2:14][CH2:15][NH:16][C:2]1[N:7]=[CH:6][C:5]([CH:8]([CH3:11])[C:9]#[N:10])=[CH:4][CH:3]=1. The yield is 0.400. (3) The reactants are C[O:2][C:3](=O)[CH2:4][CH2:5][C:6]([C:28]#[N:29])([C:13]1[CH:18]=[CH:17][C:16]([O:19][CH2:20][CH2:21][CH2:22][N:23]2[CH2:27][CH2:26][CH2:25][CH2:24]2)=[CH:15][CH:14]=1)[CH2:7][CH2:8][C:9]([O:11][CH3:12])=[O:10].[H-].[Na+]. The catalyst is COCCOC. The product is [CH3:12][O:11][C:9]([CH:8]1[CH2:7][C:6]([C:28]#[N:29])([C:13]2[CH:18]=[CH:17][C:16]([O:19][CH2:20][CH2:21][CH2:22][N:23]3[CH2:27][CH2:26][CH2:25][CH2:24]3)=[CH:15][CH:14]=2)[CH2:5][CH2:4][C:3]1=[O:2])=[O:10]. The yield is 0.810. (4) The reactants are [CH:1]1([C:6]2[CH:7]=[C:8]([CH:12]=[CH:13][C:14]=2[O:15][CH3:16])[C:9]([OH:11])=O)[CH2:5][CH2:4][CH2:3][CH2:2]1.[C:17](Cl)(=O)[C:18](Cl)=O.[CH2:23]([C:30]1(C)[CH:34](C)[CH:33]=[CH:32][S:31]1)[C:24]1[CH:29]=[CH:28][CH:27]=[CH:26][CH:25]=1. The catalyst is CN(C)C=O. The product is [CH2:23]([C:30]1[S:31][C:17]([CH3:18])=[C:33]([CH3:32])[C:34]=1[C:9]([C:8]1[CH:12]=[CH:13][C:14]([O:15][CH3:16])=[C:6]([CH:1]2[CH2:2][CH2:3][CH2:4][CH2:5]2)[CH:7]=1)=[O:11])[C:24]1[CH:29]=[CH:28][CH:27]=[CH:26][CH:25]=1. The yield is 0.520. (5) The product is [CH3:30][O:31][CH:32]([O:35][CH3:36])[CH2:33][NH:34][C:2](=[O:8])[C:3]([NH:9][C:10]1[CH:21]=[CH:20][C:13]([O:14][CH2:15][C:16]([OH:18])([CH3:19])[CH3:17])=[C:12]([CH3:22])[CH:11]=1)=[O:4]. The yield is 0.980. The reactants are Cl[C:2](=[O:8])[C:3](OCC)=[O:4].[NH2:9][C:10]1[CH:21]=[CH:20][C:13]([O:14][CH2:15][C:16]([CH3:19])([OH:18])[CH3:17])=[C:12]([CH3:22])[CH:11]=1.CCN(CC)CC.[CH3:30][O:31][CH:32]([O:35][CH3:36])[CH2:33][NH2:34]. The catalyst is C1COCC1.CCOC(C)=O.